From a dataset of Catalyst prediction with 721,799 reactions and 888 catalyst types from USPTO. Predict which catalyst facilitates the given reaction. Reactant: [NH2:1][C:2]1[C:11]2[C:6](=[CH:7][C:8]([N:12]3[CH2:16][CH2:15][O:14][C:13]3=[O:17])=[CH:9][CH:10]=2)[C:5](Cl)=[CH:4][N:3]=1.[CH3:19][N:20]1[CH:24]=[C:23]([C:25]2[CH:30]=[CH:29][C:28](B3OC(C)(C)C(C)(C)O3)=[CH:27][CH:26]=2)[CH:22]=[N:21]1.CC([O-])=O.[K+].CN(C)C=O. Product: [NH2:1][C:2]1[C:11]2[C:6](=[CH:7][C:8]([N:12]3[CH2:16][CH2:15][O:14][C:13]3=[O:17])=[CH:9][CH:10]=2)[C:5]([C:28]2[CH:27]=[CH:26][C:25]([C:23]3[CH:22]=[N:21][N:20]([CH3:19])[CH:24]=3)=[CH:30][CH:29]=2)=[CH:4][N:3]=1. The catalyst class is: 6.